From a dataset of Forward reaction prediction with 1.9M reactions from USPTO patents (1976-2016). Predict the product of the given reaction. (1) The product is: [NH2:1][C@@H:2]1[C:11]2[C:6](=[CH:7][CH:8]=[CH:9][CH:10]=2)[C@H:5]([O:12][C:20]2[CH:21]=[CH:22][C:17]([C:15]#[N:16])=[N:18][CH:19]=2)[CH2:4][CH2:3]1. Given the reactants [NH2:1][C@@H:2]1[C:11]2[C:6](=[CH:7][CH:8]=[CH:9][CH:10]=2)[C@H:5]([OH:12])[CH2:4][CH2:3]1.[H-].[Na+].[C:15]([C:17]1[CH:22]=[CH:21][C:20](F)=[CH:19][N:18]=1)#[N:16], predict the reaction product. (2) Given the reactants [CH2:1]([O:8][C@H:9]([C:13]([CH3:33])([CH3:32])[CH2:14][O:15][S:16]([CH2:19][CH2:20][CH2:21][S:22]([O:25][C:26]1[CH:31]=[CH:30][CH:29]=[CH:28][CH:27]=1)(=[O:24])=[O:23])(=[O:18])=[O:17])[C:10]([OH:12])=[O:11])[C:2]1[CH:7]=[CH:6][CH:5]=[CH:4][CH:3]=1.[C:34](Cl)(=O)[C:35](Cl)=O.CN(C)C=O, predict the reaction product. The product is: [CH2:1]([O:8][C@H:9]([C:13]([CH3:33])([CH3:32])[CH2:14][O:15][S:16]([CH2:19][CH2:20][CH2:21][S:22]([O:25][C:26]1[CH:27]=[CH:28][CH:29]=[CH:30][CH:31]=1)(=[O:23])=[O:24])(=[O:17])=[O:18])[C:10]([O:12][CH2:34][CH3:35])=[O:11])[C:2]1[CH:7]=[CH:6][CH:5]=[CH:4][CH:3]=1.